This data is from Forward reaction prediction with 1.9M reactions from USPTO patents (1976-2016). The task is: Predict the product of the given reaction. (1) Given the reactants [C:1]([O:5][CH2:6][CH2:7][O:8][C:9]1[CH:33]=[CH:32][C:12]([C:13]([O:15][C:16]2[CH:21]=[CH:20][C:19]([O:22][C:23](=[O:31])[C:24]3[CH:29]=[CH:28][C:27](F)=[CH:26][CH:25]=3)=[CH:18][CH:17]=2)=[O:14])=[CH:11][CH:10]=1)(=[O:4])[CH:2]=[CH2:3].[CH2:34]([O:38]C1C=CC(C(O)=O)=CC=1)[CH2:35][CH2:36][CH3:37], predict the reaction product. The product is: [C:1]([O:5][CH2:6][CH2:7][O:8][C:9]1[CH:33]=[CH:32][C:12]([C:13]([O:15][C:16]2[CH:21]=[CH:20][C:19]([O:22][C:23](=[O:31])[C:24]3[CH:29]=[CH:28][C:27]([O:38][CH2:34][CH2:35][CH2:36][CH3:37])=[CH:26][CH:25]=3)=[CH:18][CH:17]=2)=[O:14])=[CH:11][CH:10]=1)(=[O:4])[CH:2]=[CH2:3]. (2) Given the reactants C(OC([NH:8][CH2:9][C@H:10]1[CH2:15][CH2:14][C@H:13]([C:16]([NH:18][C@H:19]([C:50](=[O:68])[NH:51][C:52]2[CH:67]=[CH:66][C:55]3[NH:56][C:57]([C:59]([F:65])([F:64])[C:60]([F:63])([F:62])[F:61])=[N:58][C:54]=3[CH:53]=2)[CH2:20][C:21]2[CH:26]=[CH:25][C:24]([C:27]3[CH:32]=[CH:31][C:30]([C:33]([NH:35][CH:36]4[CH2:41][CH2:40][N:39](C(OC(C)(C)C)=O)[CH2:38][CH2:37]4)=[O:34])=[CH:29][C:28]=3[CH3:49])=[CH:23][CH:22]=2)=[O:17])[CH2:12][CH2:11]1)=O)(C)(C)C.[ClH:69], predict the reaction product. The product is: [ClH:69].[NH2:8][CH2:9][C@H:10]1[CH2:11][CH2:12][C@H:13]([C:16]([NH:18][C@H:19]([C:50](=[O:68])[NH:51][C:52]2[CH:67]=[CH:66][C:55]3[NH:56][C:57]([C:59]([F:64])([F:65])[C:60]([F:61])([F:62])[F:63])=[N:58][C:54]=3[CH:53]=2)[CH2:20][C:21]2[CH:26]=[CH:25][C:24]([C:27]3[CH:32]=[CH:31][C:30]([C:33]([NH:35][CH:36]4[CH2:41][CH2:40][NH:39][CH2:38][CH2:37]4)=[O:34])=[CH:29][C:28]=3[CH3:49])=[CH:23][CH:22]=2)=[O:17])[CH2:14][CH2:15]1. (3) Given the reactants [F:1][C:2]1[CH:3]=[CH:4][CH:5]=[C:6]2[C:10]=1[NH:9][C:8](=[O:11])[C:7]12[CH2:13][CH2:12]1.C([O-])(=O)C.[Na+].[Br:19]Br, predict the reaction product. The product is: [Br:19][C:4]1[CH:5]=[C:6]2[C:10](=[C:2]([F:1])[CH:3]=1)[NH:9][C:8](=[O:11])[C:7]12[CH2:13][CH2:12]1.